This data is from Full USPTO retrosynthesis dataset with 1.9M reactions from patents (1976-2016). The task is: Predict the reactants needed to synthesize the given product. Given the product [Cl:22][CH2:10][C:20]1[O:8][C:7]2[C:2]([N:1]=1)=[N:3][CH:4]=[CH:5][CH:6]=2, predict the reactants needed to synthesize it. The reactants are: [NH2:1][C:2]1[C:7]([OH:8])=[CH:6][CH:5]=[CH:4][N:3]=1.O.[C:10]1([CH3:20])C=CC(S(O)(=O)=O)=CC=1.C(Cl)(Cl)[Cl:22].